Dataset: Full USPTO retrosynthesis dataset with 1.9M reactions from patents (1976-2016). Task: Predict the reactants needed to synthesize the given product. (1) Given the product [CH3:16][C:15]1([CH3:17])[O:14][C:13](=[O:18])[NH:12][C:11]2[CH:19]=[CH:20][C:8]([C:4]3[CH:5]=[CH:6][CH:7]=[C:2]([C:26]#[C:25][Si:22]([CH3:24])([CH3:23])[CH3:21])[CH:3]=3)=[CH:9][C:10]1=2, predict the reactants needed to synthesize it. The reactants are: Br[C:2]1[CH:3]=[C:4]([C:8]2[CH:20]=[CH:19][C:11]3[NH:12][C:13](=[O:18])[O:14][C:15]([CH3:17])([CH3:16])[C:10]=3[CH:9]=2)[CH:5]=[CH:6][CH:7]=1.[CH3:21][Si:22]([C:25]#[CH:26])([CH3:24])[CH3:23]. (2) The reactants are: [Cl:1][C:2]1[CH:11]=[C:10](Cl)[C:9]2[C:4](=[CH:5][CH:6]=[C:7]([CH3:13])[CH:8]=2)[N:3]=1.[C:14]([O:22][CH2:23][CH3:24])(=[O:21])[CH2:15][C:16]([O:18][CH2:19][CH3:20])=[O:17].C(=O)([O-])[O-].[K+].[K+]. Given the product [Cl:1][C:2]1[CH:11]=[C:10]([CH:15]([C:16]([O:18][CH2:19][CH3:20])=[O:17])[C:14]([O:22][CH2:23][CH3:24])=[O:21])[C:9]2[C:4](=[CH:5][CH:6]=[C:7]([CH3:13])[CH:8]=2)[N:3]=1, predict the reactants needed to synthesize it. (3) Given the product [N:1]1([CH2:8][CH2:7][C:6]([O:10][CH3:11])=[O:9])[CH:5]=[CH:4][N:3]=[CH:2]1, predict the reactants needed to synthesize it. The reactants are: [NH:1]1[CH:5]=[CH:4][N:3]=[CH:2]1.[C:6]([O:10][CH3:11])(=[O:9])[CH:7]=[CH2:8]. (4) Given the product [CH3:1][O:2][C:3]1[CH:8]=[CH:7][C:6]([CH2:9][CH2:10][N:11]2[CH2:12][CH2:13][C:14]3([CH2:25][C:24](=[O:26])[C:23]4[C:18](=[CH:19][CH:20]=[C:21](/[CH:27]=[CH:28]/[C:29]([NH:32][O:33][CH:34]5[CH2:39][CH2:38][CH2:37][CH2:36][O:35]5)=[O:30])[CH:22]=4)[O:17]3)[CH2:15][CH2:16]2)=[CH:5][CH:4]=1, predict the reactants needed to synthesize it. The reactants are: [CH3:1][O:2][C:3]1[CH:8]=[CH:7][C:6]([CH2:9][CH2:10][N:11]2[CH2:16][CH2:15][C:14]3([CH2:25][C:24](=[O:26])[C:23]4[C:18](=[CH:19][CH:20]=[C:21](/[CH:27]=[CH:28]/[C:29](O)=[O:30])[CH:22]=4)[O:17]3)[CH2:13][CH2:12]2)=[CH:5][CH:4]=1.[NH2:32][O:33][CH:34]1[CH2:39][CH2:38][CH2:37][CH2:36][O:35]1.